This data is from Peptide-MHC class I binding affinity with 185,985 pairs from IEDB/IMGT. The task is: Regression. Given a peptide amino acid sequence and an MHC pseudo amino acid sequence, predict their binding affinity value. This is MHC class I binding data. (1) The MHC is HLA-A02:03 with pseudo-sequence HLA-A02:03. The peptide sequence is LLLDDFVEI. The binding affinity (normalized) is 0.544. (2) The binding affinity (normalized) is 0.0847. The MHC is HLA-A03:01 with pseudo-sequence HLA-A03:01. The peptide sequence is MMWIPGWFG. (3) The peptide sequence is TSKLNHHFP. The binding affinity (normalized) is 0.0847. The MHC is HLA-A68:02 with pseudo-sequence HLA-A68:02.